This data is from Peptide-MHC class II binding affinity with 134,281 pairs from IEDB. The task is: Regression. Given a peptide amino acid sequence and an MHC pseudo amino acid sequence, predict their binding affinity value. This is MHC class II binding data. (1) The peptide sequence is IGSRSQIKGRSWENT. The MHC is DRB1_0101 with pseudo-sequence DRB1_0101. The binding affinity (normalized) is 0.0257. (2) The peptide sequence is SVVVQDPKNVYQRGTHHHHHH. The MHC is DRB1_1101 with pseudo-sequence DRB1_1101. The binding affinity (normalized) is 0.770. (3) The peptide sequence is PGLVRPSQTLSLTCT. The MHC is DRB1_1101 with pseudo-sequence DRB1_1101. The binding affinity (normalized) is 0. (4) The peptide sequence is ATSLDTMAQMNQAFR. The MHC is DRB1_1501 with pseudo-sequence DRB1_1501. The binding affinity (normalized) is 0.195. (5) The MHC is DRB5_0101 with pseudo-sequence DRB5_0101. The binding affinity (normalized) is 0.297. The peptide sequence is VEIFGITALIILS.